From a dataset of Catalyst prediction with 721,799 reactions and 888 catalyst types from USPTO. Predict which catalyst facilitates the given reaction. (1) Reactant: [C:1]([OH:10])(=[O:9])[CH:2]([CH2:6][CH2:7][CH3:8])[CH2:3][CH2:4][CH3:5].[OH-].[Na+:12]. Product: [C:1]([O-:10])(=[O:9])[CH:2]([CH2:6][CH2:7][CH3:8])[CH2:3][CH2:4][CH3:5].[Na+:12]. The catalyst class is: 6. (2) Reactant: [Br:1][C:2]1[CH:6]=[C:5](Br)[S:4][C:3]=1[CH:8]=[O:9].[Si:10]([O:17][CH2:18][CH:19]1[CH2:24][CH2:23][CH2:22][CH2:21][NH:20]1)([C:13]([CH3:16])([CH3:15])[CH3:14])([CH3:12])[CH3:11].C(N(CC)CC)C. Product: [Br:1][C:2]1[CH:6]=[C:5]([N:20]2[CH2:21][CH2:22][CH2:23][CH2:24][CH:19]2[CH2:18][O:17][Si:10]([C:13]([CH3:16])([CH3:15])[CH3:14])([CH3:11])[CH3:12])[S:4][C:3]=1[CH:8]=[O:9]. The catalyst class is: 3. (3) Reactant: [CH3:1][O:2][C:3]1[CH:34]=[C:33]([O:35][CH3:36])[CH:32]=[CH:31][C:4]=1[CH2:5][NH:6][C:7]1[C:8]2[N:9]([C:13]([CH2:26][C:27]([O:29][CH3:30])=[O:28])=[N:14][C:15]=2[C:16]2[CH:25]=[CH:24][C:19]([C:20]([O:22][CH3:23])=[O:21])=[CH:18][CH:17]=2)[CH:10]=[CH:11][N:12]=1.[C:37](#[N:40])[CH:38]=[CH2:39].CC([O-])(C)C.[K+].CCOC(C)=O. Product: [C:37]([CH2:38][CH2:39][CH:26]([C:13]1[N:9]2[CH:10]=[CH:11][N:12]=[C:7]([NH:6][CH2:5][C:4]3[CH:31]=[CH:32][C:33]([O:35][CH3:36])=[CH:34][C:3]=3[O:2][CH3:1])[C:8]2=[C:15]([C:16]2[CH:17]=[CH:18][C:19]([C:20]([O:22][CH3:23])=[O:21])=[CH:24][CH:25]=2)[N:14]=1)[C:27]([O:29][CH3:30])=[O:28])#[N:40]. The catalyst class is: 76. (4) Reactant: [CH3:1][CH:2]([CH:4]([OH:15])[C:5]([CH2:8][O:9][C:10]([CH:12]([CH3:14])[CH3:13])=[O:11])([CH3:7])[CH3:6])[CH3:3]. Product: [CH3:13][CH:12]([CH3:14])[C:10]([OH:11])=[O:9].[CH3:6][C:5]([CH3:7])([CH:4]([OH:15])[CH:2]([CH3:3])[CH3:1])[CH2:8][OH:9]. The catalyst class is: 6. (5) Reactant: [Cl:1][C:2]1[CH:10]=[CH:9][C:8]([C:11]2[N:12]([C:22]([O:24][C:25]([CH3:28])([CH3:27])[CH3:26])=[O:23])[C:13]3[C:18]([CH:19]=2)=[CH:17][C:16]([CH:20]=O)=[CH:15][CH:14]=3)=[C:7]2[C:3]=1[CH2:4][NH:5][C:6]2=[O:29].[NH2:30][CH2:31][CH2:32][C:33]1[CH:38]=[CH:37][N:36]=[CH:35][CH:34]=1.C(O[BH-](OC(=O)C)OC(=O)C)(=O)C.[Na+]. Product: [Cl:1][C:2]1[CH:10]=[CH:9][C:8]([C:11]2[N:12]([C:22]([O:24][C:25]([CH3:26])([CH3:27])[CH3:28])=[O:23])[C:13]3[C:18]([CH:19]=2)=[CH:17][C:16]([CH2:20][NH:30][CH2:31][CH2:32][C:33]2[CH:38]=[CH:37][N:36]=[CH:35][CH:34]=2)=[CH:15][CH:14]=3)=[C:7]2[C:3]=1[CH2:4][NH:5][C:6]2=[O:29]. The catalyst class is: 4. (6) Reactant: [F:1][C:2]1[C:7]([F:8])=[C:6]([N:9]2[CH2:14][CH2:13][N:12](CC3C=CC=CC=3)[CH2:11][CH2:10]2)[C:5]([F:22])=[C:4]([F:23])[N:3]=1.[Cl:24]C(OCCCl)=O. Product: [ClH:24].[F:23][C:4]1[C:5]([F:22])=[C:6]([N:9]2[CH2:14][CH2:13][NH:12][CH2:11][CH2:10]2)[C:7]([F:8])=[C:2]([F:1])[N:3]=1. The catalyst class is: 26. (7) Reactant: [CH3:1][C:2]1[CH:3]=[C:4]([CH:6]=[CH:7][C:8]=1[CH3:9])[NH2:5].C[Si]([N-][Si](C)(C)C)(C)C.[Li+].[CH3:20][S:21][C:22]1[CH:29]=[CH:28][C:25]([C:26]#[N:27])=[CH:24][CH:23]=1.[Cl-].[NH4+]. Product: [CH3:1][C:2]1[CH:3]=[C:4]([NH:5][C:26]([C:25]2[CH:28]=[CH:29][C:22]([S:21][CH3:20])=[CH:23][CH:24]=2)=[NH:27])[CH:6]=[CH:7][C:8]=1[CH3:9]. The catalyst class is: 1.